Dataset: Reaction yield outcomes from USPTO patents with 853,638 reactions. Task: Predict the reaction yield, written as a fraction of the theoretical maximum amount of product (1.0 means a 100% yield; for example, 0.34 means a 34% yield). (1) The reactants are [Br:1][C:2]1[CH:3]=[CH:4][C:5]([F:10])=[C:6]([CH:9]=1)[CH:7]=[O:8].[Cl:11][C:12]1[CH:17]=[CH:16][C:15]([Mg]Br)=[CH:14][CH:13]=1. The catalyst is O1CCCC1. The product is [Br:1][C:2]1[CH:3]=[CH:4][C:5]([F:10])=[C:6]([CH:7]([C:15]2[CH:16]=[CH:17][C:12]([Cl:11])=[CH:13][CH:14]=2)[OH:8])[CH:9]=1. The yield is 0.960. (2) The reactants are [CH2:1]([N:3]([CH2:6][C:7]1[CH:12]=[CH:11][C:10]([C:13]2[C:14]3[C:15]4[CH:28]=[CH:27][S:26][C:16]=4[C:17](=[O:25])[NH:18][C:19]=3[CH:20]=[CH:21][C:22]=2[O:23]C)=[CH:9][CH:8]=1)[CH2:4][CH3:5])[CH3:2].BrB(Br)Br. No catalyst specified. The product is [CH2:1]([N:3]([CH2:6][C:7]1[CH:8]=[CH:9][C:10]([C:13]2[C:14]3[C:15]4[CH:28]=[CH:27][S:26][C:16]=4[C:17](=[O:25])[NH:18][C:19]=3[CH:20]=[CH:21][C:22]=2[OH:23])=[CH:11][CH:12]=1)[CH2:4][CH3:5])[CH3:2]. The yield is 0.420.